The task is: Predict which catalyst facilitates the given reaction.. This data is from Catalyst prediction with 721,799 reactions and 888 catalyst types from USPTO. (1) Product: [CH2:22]([C:3]1[CH:8]=[CH:7][N:6]=[C:5]([C:9]#[N:28])[CH:4]=1)[CH2:21][CH2:20][CH2:25][CH3:24]. Reactant: CO[C:3]1[CH:8]=[CH:7][N:6]=[C:5]([C:9](O)=O)[CH:4]=1.C[Si](C#N)(C)C.CO[C:20]1[CH:25]=[CH:24][N+]([O-])=[CH:22][CH:21]=1.C[N:28](C)C(Cl)=O.C(=O)(O)[O-].[Na+]. The catalyst class is: 2. (2) Reactant: [CH3:1][N:2]([CH3:26])[C:3]1[CH:4]=[CH:5][CH:6]=[C:7]2[C:12]=1[CH:11]=[C:10]1[CH2:13][C:14]([CH2:18][OH:19])([CH2:16][OH:17])[CH2:15][C:9]1=[C:8]2[C:20](=[O:25])[C:21]([CH3:24])([CH3:23])[CH3:22].[CH2:36]1[CH2:41][CH2:40][CH:39](N=C=N[CH:36]2[CH2:41][CH2:40][CH2:39][CH2:38][CH2:37]2)[CH2:38][CH2:37]1.[C:42]([OH:54])(=O)[CH2:43][CH2:44][CH2:45][CH2:46][CH2:47][CH2:48][CH2:49][CH2:50][CH:51]=[CH2:52]. Product: [C:42]([O:19][CH2:18][C:14]1([CH2:16][O:17][C:16](=[O:17])[CH2:14][CH2:13][CH2:10][CH2:9][CH2:37][CH2:38][CH2:39][CH2:40][CH:41]=[CH2:36])[CH2:13][C:10]2=[CH:11][C:12]3[C:7]([C:8]([C:20](=[O:25])[C:21]([CH3:23])([CH3:22])[CH3:24])=[C:9]2[CH2:15]1)=[CH:6][CH:5]=[CH:4][C:3]=3[N:2]([CH3:1])[CH3:26])(=[O:54])[CH2:43][CH2:44][CH2:45][CH2:46][CH2:47][CH2:48][CH2:49][CH2:50][CH:51]=[CH2:52]. The catalyst class is: 251.